The task is: Predict the reactants needed to synthesize the given product.. This data is from Full USPTO retrosynthesis dataset with 1.9M reactions from patents (1976-2016). (1) Given the product [OH:1][CH:2]1[CH2:6][CH2:5][CH:4]([C:7]2[N:12]=[C:11]3[CH2:13][CH2:14][CH2:15][C:10]3=[C:9]([NH:16][C:17]3[CH:18]=[CH:19][C:20]([CH2:23][C:24]([NH2:29])=[O:26])=[CH:21][CH:22]=3)[CH:8]=2)[CH2:3]1, predict the reactants needed to synthesize it. The reactants are: [OH:1][CH:2]1[CH2:6][CH2:5][CH:4]([C:7]2[N:12]=[C:11]3[CH2:13][CH2:14][CH2:15][C:10]3=[C:9]([NH:16][C:17]3[CH:22]=[CH:21][C:20]([CH2:23][C:24]([O:26]CC)=O)=[CH:19][CH:18]=3)[CH:8]=2)[CH2:3]1.[NH3:29]. (2) Given the product [Cl:42][C:31]1[C:30]([CH2:29][N:6]2[C:5]3[CH:7]=[C:8]([O:12][CH2:13][C:14]4[CH:23]=[CH:22][CH:21]=[CH:20][C:15]=4[C:16]([O:18][CH3:19])=[O:17])[CH:9]=[C:10]([CH3:11])[C:4]=3[N:3]=[C:2]2[CH3:1])=[CH:35][CH:34]=[C:33]([C:36]2[CH:37]=[CH:38][CH:39]=[CH:40][CH:41]=2)[N:32]=1, predict the reactants needed to synthesize it. The reactants are: [CH3:1][C:2]1[NH:6][C:5]2[CH:7]=[C:8]([O:12][CH2:13][C:14]3[CH:23]=[CH:22][CH:21]=[CH:20][C:15]=3[C:16]([O:18][CH3:19])=[O:17])[CH:9]=[C:10]([CH3:11])[C:4]=2[N:3]=1.CS(O[CH2:29][C:30]1[C:31]([Cl:42])=[N:32][C:33]([C:36]2[CH:41]=[CH:40][CH:39]=[CH:38][CH:37]=2)=[CH:34][CH:35]=1)(=O)=O. (3) Given the product [C:18]([O:22][C:23]([N:25]1[CH2:26][CH2:27][CH:28]([N:31]2[C:2]3=[N:3][CH:4]=[N:5][C:6]([O:10][C:11]4[C:12]([CH3:17])=[N:13][CH:14]=[CH:15][CH:16]=4)=[C:7]3[CH:8]=[N:32]2)[CH2:29][CH2:30]1)=[O:24])([CH3:21])([CH3:19])[CH3:20], predict the reactants needed to synthesize it. The reactants are: Cl[C:2]1[C:7]([CH:8]=O)=[C:6]([O:10][C:11]2[C:12]([CH3:17])=[N:13][CH:14]=[CH:15][CH:16]=2)[N:5]=[CH:4][N:3]=1.[C:18]([O:22][C:23]([N:25]1[CH2:30][CH2:29][CH:28]([NH:31][NH2:32])[CH2:27][CH2:26]1)=[O:24])([CH3:21])([CH3:20])[CH3:19].C(=O)(O)[O-].[Na+]. (4) Given the product [F:1][C:2]1[C:3]([C:22]([NH:24][CH2:25][C:26]2([C:32]3[CH:33]=[CH:34][CH:35]=[CH:36][CH:37]=3)[CH2:27][CH2:28][N:29]([C:45]([N:42]3[CH2:43][CH2:44][N:39]([CH3:38])[CH2:40][CH2:41]3)=[O:46])[CH2:30][CH2:31]2)=[O:23])=[N:4][CH:5]=[CH:6][C:7]=1[S:8][C:9]1[S:13][C:12]([NH:14][C:15]2[CH:20]=[C:19]([CH3:21])[CH:18]=[CH:17][N:16]=2)=[N:11][CH:10]=1, predict the reactants needed to synthesize it. The reactants are: [F:1][C:2]1[C:3]([C:22]([NH:24][CH2:25][C:26]2([C:32]3[CH:37]=[CH:36][CH:35]=[CH:34][CH:33]=3)[CH2:31][CH2:30][NH:29][CH2:28][CH2:27]2)=[O:23])=[N:4][CH:5]=[CH:6][C:7]=1[S:8][C:9]1[S:13][C:12]([NH:14][C:15]2[CH:20]=[C:19]([CH3:21])[CH:18]=[CH:17][N:16]=2)=[N:11][CH:10]=1.[CH3:38][N:39]1[CH2:44][CH2:43][N:42]([C:45](Cl)=[O:46])[CH2:41][CH2:40]1.